This data is from Reaction yield outcomes from USPTO patents with 853,638 reactions. The task is: Predict the reaction yield, written as a fraction of the theoretical maximum amount of product (1.0 means a 100% yield; for example, 0.34 means a 34% yield). (1) The reactants are [CH:1]12[O:6][CH:2]1[CH2:3][CH2:4][CH2:5]2.[N-:7]=[N+:8]=[N-:9].[Na+].[NH4+].[Cl-]. The catalyst is CO.O. The product is [N:7]([C@@H:1]1[CH2:5][CH2:4][CH2:3][C@H:2]1[OH:6])=[N+:8]=[N-:9]. The yield is 0.930. (2) The reactants are C([O:8][C:9]1[CH:14]=[CH:13][CH:12]=[CH:11][C:10]=1[C:15]1[O:16][C@@H:17]([CH3:30])[C@@H:18]([C:20]([O:22]CC2C=CC=CC=2)=[O:21])[N:19]=1)C1C=CC=CC=1. The catalyst is CCO.CO.[Pd]. The product is [OH:8][C:9]1[CH:14]=[CH:13][CH:12]=[CH:11][C:10]=1[C:15]1[O:16][C@@H:17]([CH3:30])[C@@H:18]([C:20]([OH:22])=[O:21])[N:19]=1. The yield is 1.00.